This data is from Full USPTO retrosynthesis dataset with 1.9M reactions from patents (1976-2016). The task is: Predict the reactants needed to synthesize the given product. (1) Given the product [Cl:1][C:2]1[CH:3]=[CH:4][C:5]([S:8]([N:11]([CH2:19][C:20]2[CH:29]=[CH:28][C:23]([C:24]([O:26][CH3:27])=[O:25])=[CH:22][CH:21]=2)[CH:12]2[CH2:17][CH2:16][O:15][CH2:14][CH2:13]2)(=[O:10])=[O:9])=[CH:6][CH:7]=1, predict the reactants needed to synthesize it. The reactants are: [Cl:1][C:2]1[CH:7]=[CH:6][C:5]([S:8]([NH:11][CH:12]2[CH2:17][CH2:16][O:15][CH2:14][CH2:13]2)(=[O:10])=[O:9])=[CH:4][CH:3]=1.O[CH2:19][C:20]1[CH:29]=[CH:28][C:23]([C:24]([O:26][CH3:27])=[O:25])=[CH:22][CH:21]=1.C1(P(C2C=CC=CC=2)C2C=CC=CC=2)C=CC=CC=1.CC(OC(/N=N/C(OC(C)C)=O)=O)C. (2) Given the product [C:17]([C:20]([NH:1][C:2]1[CH:11]=[CH:10][C:5]([C:6]([NH:8][CH3:9])=[O:7])=[C:4]([F:12])[CH:3]=1)([CH3:22])[CH3:19])#[N:18], predict the reactants needed to synthesize it. The reactants are: [NH2:1][C:2]1[CH:11]=[CH:10][C:5]([C:6]([NH:8][CH3:9])=[O:7])=[C:4]([F:12])[CH:3]=1.[Si]([C:17]#[N:18])(C)(C)C.[CH3:19][C:20]([CH3:22])=O. (3) Given the product [CH:1]([C@H:4]1[CH2:9][CH2:8][C@H:7]([C:10]([Cl:15])=[O:12])[CH2:6][CH2:5]1)([CH3:3])[CH3:2], predict the reactants needed to synthesize it. The reactants are: [CH:1]([C@H:4]1[CH2:9][CH2:8][C@H:7]([C:10]([OH:12])=O)[CH2:6][CH2:5]1)([CH3:3])[CH3:2].S(Cl)([Cl:15])=O. (4) Given the product [Br:1][C:2]1[CH:3]=[CH:4][C:5]([O:12][CH3:13])=[C:6]([C@@H:8]([CH3:11])[CH:9]=[O:10])[CH:7]=1, predict the reactants needed to synthesize it. The reactants are: [Br:1][C:2]1[CH:3]=[CH:4][C:5]([O:12][CH3:13])=[C:6]([C@H:8]([CH3:11])[CH:9]=[O:10])[CH:7]=1.BrC1C=CC(OC)=C([C@@H](C)CO)C=1. (5) Given the product [O:1]1[CH2:6][CH2:5][CH:4]([CH2:7][CH2:8][CH2:9][OH:10])[CH2:3][CH2:2]1, predict the reactants needed to synthesize it. The reactants are: [O:1]1[CH2:6][CH2:5][C:4](=[CH:7][CH2:8][CH2:9][OH:10])[CH2:3][CH2:2]1. (6) Given the product [CH2:50]([O:51][CH2:17][C@@H:16]1[CH2:18][O:19][C@@H:20]([C@H:23]2[O:27][N:26]=[C:25]([C:28]#[CH:29])[CH2:24]2)[CH2:21][O:22]1)[C:49]1[CH:48]=[CH:52][CH:39]=[CH:38][CH:37]=1, predict the reactants needed to synthesize it. The reactants are: C(O[C@]1(S([O-])(=O)=O)C=CC(C)=CC1[CH:16]([CH2:18][O:19][C@@H:20]([C@H:23]1[O:27][N:26]=[C:25]([C:28]#[CH:29])[CH2:24]1)[CH2:21][OH:22])[CH3:17])C1C=CC=CC=1.C(#N)C.[CH3:37][C:38](C)([O-])[CH3:39].[Na+].C([O-])(O)=O.[Na+].[CH2:48]1[CH2:52][O:51][CH2:50][CH2:49]1. (7) Given the product [CH2:1]([N:4]1[CH:9]=[C:8]([OH:10])[C:7](=[O:18])[CH:6]=[C:5]1[CH:19]([F:21])[F:20])[CH:2]=[CH2:3], predict the reactants needed to synthesize it. The reactants are: [CH2:1]([N:4]1[CH:9]=[C:8]([O:10]CC2C=CC=CC=2)[C:7](=[O:18])[CH:6]=[C:5]1[CH:19]([F:21])[F:20])[CH:2]=[CH2:3].B(Br)(Br)Br.